This data is from CYP3A4 inhibition data for predicting drug metabolism from PubChem BioAssay. The task is: Regression/Classification. Given a drug SMILES string, predict its absorption, distribution, metabolism, or excretion properties. Task type varies by dataset: regression for continuous measurements (e.g., permeability, clearance, half-life) or binary classification for categorical outcomes (e.g., BBB penetration, CYP inhibition). Dataset: cyp3a4_veith. (1) The molecule is CCOC(=O)Cc1csc(NS(=O)(=O)c2ccccc2)n1. The result is 0 (non-inhibitor). (2) The compound is CCS(=O)(=O)N1CCC(C(=O)NCc2ccc(F)cc2Cl)CC1. The result is 0 (non-inhibitor). (3) The molecule is CS[C@@H](CC(=O)O)C(=O)O. The result is 0 (non-inhibitor). (4) The compound is COc1cccc(-c2csc(N3CCN(CC(=O)NNC(=O)c4ccc(Cl)cc4)CC3)n2)c1. The result is 1 (inhibitor). (5) The compound is Fc1ccc(-c2cnc(-c3cccs3)o2)cc1. The result is 0 (non-inhibitor). (6) The drug is Cc1ccc(S(=O)(=O)N(C)c2cc(S(=O)(=O)N3CCC(C)CC3)c(C)cc2C)cc1. The result is 1 (inhibitor).